Task: Predict the reaction yield, written as a fraction of the theoretical maximum amount of product (1.0 means a 100% yield; for example, 0.34 means a 34% yield).. Dataset: Reaction yield outcomes from USPTO patents with 853,638 reactions (1) The reactants are [OH:1][C:2]1[CH:3]=[C:4]([CH:7]=[CH:8][CH:9]=1)[CH:5]=[O:6].C(=O)([O-])[O-].[K+].[K+].[CH2:16](Br)[C:17]1[CH:22]=[CH:21][CH:20]=[CH:19][CH:18]=1. The catalyst is CN(C)C=O. The product is [CH2:16]([O:1][C:2]1[CH:3]=[C:4]([CH:7]=[CH:8][CH:9]=1)[CH:5]=[O:6])[C:17]1[CH:22]=[CH:21][CH:20]=[CH:19][CH:18]=1. The yield is 0.990. (2) The reactants are [CH2:1]([O:3][C:4]([C:6]1[O:7][C:8]2[C:13]([C:14](=[O:16])[CH:15]=1)=[CH:12][C:11]([O:17][CH3:18])=[CH:10][C:9]=2Br)=[O:5])[CH3:2].[CH2:20]([N:27]1[CH2:32][CH2:31][NH:30][CH2:29][CH2:28]1)[C:21]1[CH:26]=[CH:25][CH:24]=[CH:23][CH:22]=1. No catalyst specified. The product is [CH2:1]([O:3][C:4]([C:6]1[O:7][C:8]2[C:13]([C:14](=[O:16])[CH:15]=1)=[CH:12][C:11]([O:17][CH3:18])=[CH:10][C:9]=2[N:30]1[CH2:31][CH2:32][N:27]([CH2:20][C:21]2[CH:22]=[CH:23][CH:24]=[CH:25][CH:26]=2)[CH2:28][CH2:29]1)=[O:5])[CH3:2]. The yield is 0.700. (3) The reactants are [F:1][C:2]1[CH:7]=[N:6][CH:5]=[C:4]2[S:8][C:9]([C:11]([O:13]C)=[O:12])=[CH:10][C:3]=12.O.[OH-].[Li+].CO.Cl. The catalyst is C1COCC1.O. The product is [F:1][C:2]1[CH:7]=[N:6][CH:5]=[C:4]2[S:8][C:9]([C:11]([OH:13])=[O:12])=[CH:10][C:3]=12. The yield is 0.870. (4) The reactants are [CH2:1]([O:8][C:9]1[CH:14]=[C:13](I)[CH:12]=[CH:11][C:10]=1[C:16]([F:19])([F:18])[F:17])[C:2]1[CH:7]=[CH:6][CH:5]=[CH:4][CH:3]=1.C([Mg]Cl)(C)C.[B:25](OC(C)C)([O:30]C(C)C)[O:26]C(C)C. No catalyst specified. The product is [CH2:1]([O:8][C:9]1[CH:14]=[C:13]([B:25]([OH:30])[OH:26])[CH:12]=[CH:11][C:10]=1[C:16]([F:19])([F:18])[F:17])[C:2]1[CH:7]=[CH:6][CH:5]=[CH:4][CH:3]=1. The yield is 0.790. (5) The reactants are [C:1]1([C:7]2[N:8]=[CH:9][N:10]([CH2:14][CH2:15][N:16]3[CH2:20][CH2:19][CH2:18][CH2:17]3)[C:11]=2[CH:12]=O)[CH:6]=[CH:5][CH:4]=[CH:3][CH:2]=1.[CH3:21][C:22]1[CH:27]=[CH:26][N:25]=[C:24]([NH2:28])[N:23]=1. No catalyst specified. The product is [C:1]1([C:7]2[N:8]=[CH:9][N:10]([CH2:14][CH2:15][N:16]3[CH2:20][CH2:19][CH2:18][CH2:17]3)[C:11]=2/[CH:12]=[CH:21]/[C:22]2[CH:27]=[CH:26][N:25]=[C:24]([NH2:28])[N:23]=2)[CH:6]=[CH:5][CH:4]=[CH:3][CH:2]=1. The yield is 0.100. (6) The reactants are [Cl:1][C:2]1[N:3]=[C:4](Cl)[C:5]2[S:10][CH:9]=[CH:8][C:6]=2[N:7]=1.[N+:12]([C:15]1[CH:16]=[C:17]([OH:21])[CH:18]=[CH:19][CH:20]=1)([O-:14])=[O:13].C(=O)([O-])[O-].[Cs+].[Cs+]. No catalyst specified. The product is [Cl:1][C:2]1[N:3]=[C:4]([O:21][C:17]2[CH:18]=[CH:19][CH:20]=[C:15]([N+:12]([O-:14])=[O:13])[CH:16]=2)[C:5]2[S:10][CH:9]=[CH:8][C:6]=2[N:7]=1. The yield is 0.918. (7) The reactants are [S:1]1[CH:5]=[CH:4][CH:3]=[C:2]1[CH2:6][NH:7][C:8]([C:10]1[N:11]=[C:12]2[C:17]([C:18](=[NH:21])[NH:19][OH:20])=[CH:16][C:15]([C:22]3[CH:26]=[CH:25][O:24][CH:23]=3)=[CH:14][N:13]2[C:27]=1[Cl:28])=[O:9].[CH3:29]OC(OC)OC. The catalyst is B(F)(F)F.CCOCC. The product is [S:1]1[CH:5]=[CH:4][CH:3]=[C:2]1[CH2:6][NH:7][C:8]([C:10]1[N:11]=[C:12]2[C:17]([C:18]3[N:21]=[CH:29][O:20][N:19]=3)=[CH:16][C:15]([C:22]3[CH:26]=[CH:25][O:24][CH:23]=3)=[CH:14][N:13]2[C:27]=1[Cl:28])=[O:9]. The yield is 0.110. (8) The reactants are [O:1]1[CH2:6][CH2:5][C:4](=O)[CH2:3][CH2:2]1.[NH:8]1[CH2:13][CH2:12][O:11][CH2:10][CH2:9]1.O. The catalyst is C1(C)C=CC=CC=1. The product is [O:1]1[CH2:6][CH:5]=[C:4]([N:8]2[CH2:13][CH2:12][O:11][CH2:10][CH2:9]2)[CH2:3][CH2:2]1. The yield is 1.00.